The task is: Predict the product of the given reaction.. This data is from Forward reaction prediction with 1.9M reactions from USPTO patents (1976-2016). (1) Given the reactants [H-].C([Al+]CC(C)C)C(C)C.[Si:11]([O:28][CH2:29][CH:30]1[O:35][C:34](=[O:36])[C:33]2=[N:37][CH:38]=[CH:39][N:32]2[CH2:31]1)([C:24]([CH3:27])([CH3:26])[CH3:25])([C:18]1[CH:23]=[CH:22][CH:21]=[CH:20][CH:19]=1)[C:12]1[CH:17]=[CH:16][CH:15]=[CH:14][CH:13]=1.CO.[BH4-].[Na+], predict the reaction product. The product is: [Si:11]([O:28][CH2:29][CH:30]([OH:35])[CH2:31][N:32]1[CH:39]=[CH:38][N:37]=[C:33]1[CH2:34][OH:36])([C:24]([CH3:26])([CH3:27])[CH3:25])([C:12]1[CH:13]=[CH:14][CH:15]=[CH:16][CH:17]=1)[C:18]1[CH:23]=[CH:22][CH:21]=[CH:20][CH:19]=1. (2) Given the reactants [OH:1][CH:2]1[CH:6]([OH:7])[CH:5]([CH2:8][OH:9])[CH2:4][CH:3]1[N+:10]1[CH:15]=[CH:14][CH:13]=[C:12]([C:16]([O:18]C)=O)[CH:11]=1.[CH3:20][S:21]([O-:24])(=[O:23])=[O:22].[NH3:25], predict the reaction product. The product is: [C:16]([C:12]1[CH:11]=[N+:10]([CH:3]2[CH2:4][CH:5]([CH2:8][OH:9])[CH:6]([OH:7])[CH:2]2[OH:1])[CH:15]=[CH:14][CH:13]=1)(=[O:18])[NH2:25].[CH3:20][S:21]([O-:24])(=[O:23])=[O:22]. (3) Given the reactants N1CCCCC1.[C:7](/[C:9](=[N:13]/OS(C1C=CC(C)=CC=1)(=O)=O)/[C:10]([NH2:12])=[O:11])#[N:8].[SH:25][CH2:26][C:27]([O:29][CH2:30][CH3:31])=[O:28], predict the reaction product. The product is: [NH2:8][C:7]1[C:9]([C:10](=[O:11])[NH2:12])=[N:13][S:25][C:26]=1[C:27]([O:29][CH2:30][CH3:31])=[O:28].